Dataset: Experimentally validated miRNA-target interactions with 360,000+ pairs, plus equal number of negative samples. Task: Binary Classification. Given a miRNA mature sequence and a target amino acid sequence, predict their likelihood of interaction. (1) The miRNA is hsa-miR-7106-3p with sequence AGCUCCCUGAAUCCCUGUCCCAG. The protein sequence of the target gene is MKVHMHTKFCLICLLTFIFHHCNHCHEEHDHGPEALHRQHRGMTELEPSKFSKQAAENEKKYYIEKLFERYGENGRLSFFGLEKLLTNLGLGERKVVEINHEDLGHDHVSHLDILAVQEGKHFHSHNHQHSHNHLNSENQTVTSVSTKRNHKCDPEKETVEVSVKSDDKHMHDHNHRLRHHHRLHHHLDHNNTHHFHNDSITPSERGEPSNEPSTETNKTQEQSDVKLPKGKRKKKGRKSNENSEVITPGFPPNHDQGEQYEHNRVHKPDRVHNPGHSHVHLPERNGHDPGRGHQDLDPD.... Result: 1 (interaction). (2) The miRNA is mmu-miR-532-5p with sequence CAUGCCUUGAGUGUAGGACCGU. The protein sequence of the target gene is MENSQLCKLFIGGLNVQTSESGLRGHFEAFGTLTDCVVVVNPQTKRSRCFGFVTYSNVEEADAAMAASPHAVDGNTVELKRAVSREDSARPGAHAKVKKLFVGGLKGDVAEGDLIEHFSQFGAVEKAEIIADKQSGKKRGFGFVYFQSHDAADKAAVVKFHPIQGHRVEVKKAVPKEDIHAGGGGARAARGGRGGGRGRGGGGGGGGRDQNGLAKGGGGGGGGYNSYGGYGGYGAYGGGGGGGGSYGGSDYGNGFGGFGSYSQHQSSYGPMKSGGGGGGGGSWGGRSNSGPYRGGYGGGY.... Result: 0 (no interaction). (3) The miRNA is hsa-miR-1-3p with sequence UGGAAUGUAAAGAAGUAUGUAU. The protein sequence of the target gene is MQAKYSSTRDMLDDDGDTTMSLHSQGSATTRHPEPRRTEHRAPSSTWRPVALTLLTLCLVLLIGLAALGLLFFQYYQLSNTGQDTISQMEERLGNTSQELQSLQVQNIKLAGSLQHVAEKLCRELYNKAGAHRCSPCTEQWKWHGDNCYQFYKDSKSWEDCKYFCLSENSTMLKINKQEDLEFAASQSYSEFFYSYWTGLLRPDSGKAWLWMDGTPFTSELFHIIIDVTSPRSRDCVAILNGMIFSKDCKELKRCVCERRAGMVKPESLHVPPETLGEGD. Result: 1 (interaction). (4) The miRNA is gga-miR-146b-3p with sequence CCCUAUGGAUUCAGUUCUGC. The protein sequence of the target gene is MRPEDRMFHIRAVILRALSLAFLLSLRGAGAIKADHVSTYAAFVQTHRPTGEFMFEFDEDEMFYVDLDKKETVWHLEEFGQAFSFEAQGGLANIAILNNNLNTLIQRSNHTQATNDPPEVTVFPKEPVELGQPNTLICHIDKFFPPVLNVTWLCNGELVTEGVAESLFLPRTDYSFHKFHYLTFVPSAEDFYDCRVEHWGLDQPLLKHWEAQEPIQMPETTETVLCALGLVLGLVGIIVGTVLIIKSLRSGHDPRAQGTL. Result: 0 (no interaction). (5) The miRNA is hsa-miR-1266-5p with sequence CCUCAGGGCUGUAGAACAGGGCU. The protein sequence of the target gene is MLKPGDPGGSAFLKVDPAYLQHWQQLFPHGGAGPLKGSGAAGLLSAPQPLQPPPPPPPPERAEPPPDSLRPRPASLSSASSTPASSSTSASSASSCAAAAAAAALAGLSALPVSQLPVFAPLAAAAVAAEPLPPKELCLGATSGPGPVKCGGGGGGGGEGRGAPRFRCSAEELDYYLYGQQRMEIIPLNQHTSDPNNRCDMCADNRNGECPMHGPLHSLRRLVGTSSAAAAAPPPELPEWLRDLPREVCLCTSTVPGLAYGICAAQRIQQGTWIGPFQGVLLPPEKVQAGAVRNTQHLWE.... Result: 0 (no interaction).